From a dataset of TCR-epitope binding with 47,182 pairs between 192 epitopes and 23,139 TCRs. Binary Classification. Given a T-cell receptor sequence (or CDR3 region) and an epitope sequence, predict whether binding occurs between them. The epitope is FLASKIGRLV. The TCR CDR3 sequence is CASRRPREGLANEQFF. Result: 0 (the TCR does not bind to the epitope).